This data is from Human Reference Interactome with 51,813 positive PPI pairs across 8,248 proteins, plus equal number of experimentally-validated negative pairs. The task is: Binary Classification. Given two protein amino acid sequences, predict whether they physically interact or not. Protein 1 (ENSG00000172869) has sequence MNLHQVLTGAVNPGDHCFSVGSIGDQRFTAYASGCDIVILGSDFERLQIIPGAKHGNIQVGCVDCSMQQGKIAASYGNVISIFEPVNLPKQKKNLELYSQWQKSGQFFLESIAHNITWDPTGSRLLTGSSYLQLWSNTNLEKPTEDENLNKTDLNFGDWKCIWHCKTASQVHLMKFSPDGEFFATAGKDDCLLKVWYNVENWRTAVTSPDGSSEKQSQGEIDFSFVYLAHPRAVNGFSWRKTSKYMPRASVCNVLLTCCKDNVCRLWVETFLPNDCLLYGGDCSHWTESINLTNNFKRNA.... Protein 2 (ENSG00000204052) has sequence MLPSSIQISGEPLSGAEVRDICRGLRDNAVRLLSLRGCRLCDRDFGRICRALAGATSLAQLNLNLGVVSSPSRIKQLAEALRTNRSIQSLFLHGSPLTDAGLALLNPALALHPALVALDLGDCMLGDEAINLICGLLPPDGAKSGLKELTLSANPGITPKGWSRLAIAVAHSSQVRVLNLDYNPLGDHVAGMLAVAVASSRTLEVLDLEGTGLTNQSAQTLLDMVENYPTALRSLVLAENSISPELQQQICDLLSEGEEEEEVAGGAGDTQEWERGREPAAHQRGSSSWMCPSDPSSQMV.... Result: 0 (the proteins do not interact).